From a dataset of Full USPTO retrosynthesis dataset with 1.9M reactions from patents (1976-2016). Predict the reactants needed to synthesize the given product. (1) Given the product [OH:55][C:42]12[C:53]3[C:39](=[CH:38][CH:37]=[CH:36][CH:54]=3)[C:40](=[O:57])[C:41]1([NH:56][C:8](=[O:10])[C:7](=[O:11])[C:1]1[CH:2]=[CH:3][CH:4]=[CH:5][CH:6]=1)[C:45]1[CH:46]=[CH:47][C:48]([CH:50]([CH3:52])[CH3:51])=[CH:49][C:44]=1[O:43]2, predict the reactants needed to synthesize it. The reactants are: [C:1]1([C:7](=[O:11])[C:8]([OH:10])=O)[CH:6]=[CH:5][CH:4]=[CH:3][CH:2]=1.CCN=C=NCCCN(C)C.C1C=CC2N(O)N=NC=2C=1.NCC[C:36]1[CH:54]=[C:53]2[C:39]([C:40](=[O:57])[C:41]3([NH2:56])[C:45]4[CH:46]=[CH:47][C:48]([CH:50]([CH3:52])[CH3:51])=[CH:49][C:44]=4[O:43][C:42]32[OH:55])=[CH:38][CH:37]=1.C(N(CC)CC)C. (2) Given the product [F:2][C:3]1[CH:4]=[CH:5][C:6]([N+:18]([O-:20])=[O:19])=[C:7]([CH:17]=1)[O:8][C@H:9]1[CH2:14][CH2:13][C@H:12]([N:15]([CH3:16])[S:22]([CH3:21])(=[O:24])=[O:23])[CH2:11][CH2:10]1, predict the reactants needed to synthesize it. The reactants are: Cl.[F:2][C:3]1[CH:4]=[CH:5][C:6]([N+:18]([O-:20])=[O:19])=[C:7]([CH:17]=1)[O:8][C@H:9]1[CH2:14][CH2:13][C@H:12]([NH:15][CH3:16])[CH2:11][CH2:10]1.[CH3:21][S:22](Cl)(=[O:24])=[O:23].